This data is from Reaction yield outcomes from USPTO patents with 853,638 reactions. The task is: Predict the reaction yield, written as a fraction of the theoretical maximum amount of product (1.0 means a 100% yield; for example, 0.34 means a 34% yield). (1) The reactants are [NH2:1][CH:2]1[CH2:7][CH2:6][CH2:5][CH:4]([NH:8][C:9]([NH:23][C:24]2[CH:29]=[CH:28][CH:27]=[C:26]([F:30])[CH:25]=2)=[N:10][C:11]([C:13]2[CH:17]=[C:16]([CH3:18])[O:15][C:14]=2[C:19]([F:22])([F:21])[F:20])=[O:12])[CH2:3]1.C(N(C(C)C)CC)(C)C.[CH2:40]([O:42][C:43](Cl)=[O:44])[CH3:41]. The catalyst is ClCCl. The product is [F:30][C:26]1[CH:25]=[C:24]([NH:23][C:9](=[N:10][C:11]([C:13]2[CH:17]=[C:16]([CH3:18])[O:15][C:14]=2[C:19]([F:20])([F:21])[F:22])=[O:12])[NH:8][CH:4]2[CH2:5][CH2:6][CH2:7][CH:2]([NH:1][C:43](=[O:44])[O:42][CH2:40][CH3:41])[CH2:3]2)[CH:29]=[CH:28][CH:27]=1. The yield is 0.700. (2) The reactants are [NH2:1][C:2]1[C:16]([O:17][CH3:18])=[CH:15][C:5]2[CH2:6][CH2:7][N:8]([CH2:11][CH:12]([OH:14])[CH3:13])[CH2:9][CH2:10][C:4]=2[CH:3]=1.C([Si](C)(C)[O:24][CH:25]1[CH2:29][CH2:28][N:27]([S:30]([C:33]2[CH:38]=[CH:37][CH:36]=[CH:35][C:34]=2[NH:39][C:40]2[C:45]([Cl:46])=[CH:44][N:43]=[C:42](Cl)[N:41]=2)(=[O:32])=[O:31])[CH2:26]1)(C)(C)C. No catalyst specified. The product is [Cl:46][C:45]1[C:40]([NH:39][C:34]2[CH:35]=[CH:36][CH:37]=[CH:38][C:33]=2[S:30]([N:27]2[CH2:28][CH2:29][CH:25]([OH:24])[CH2:26]2)(=[O:31])=[O:32])=[N:41][C:42]([NH:1][C:2]2[C:16]([O:17][CH3:18])=[CH:15][C:5]3[CH2:6][CH2:7][N:8]([CH2:11][CH:12]([OH:14])[CH3:13])[CH2:9][CH2:10][C:4]=3[CH:3]=2)=[N:43][CH:44]=1. The yield is 0.610. (3) The reactants are [CH3:1][C:2]([C:6]1[CH:14]=[CH:13][CH:12]=[CH:11][C:7]=1[C:8]([OH:10])=O)([CH3:5])[CH2:3][CH3:4].[CH2:15]([O:17][C:18]([C:20]1([NH2:29])[CH2:28][C:27]2[C:22](=[CH:23][CH:24]=[CH:25][CH:26]=2)[CH2:21]1)=[O:19])[CH3:16].CN(C(ON1N=NC2C=CC=NC1=2)=[N+](C)C)C.F[P-](F)(F)(F)(F)F.CCN(C(C)C)C(C)C. The catalyst is CN(C=O)C.O. The product is [CH2:15]([O:17][C:18]([C:20]1([NH:29][C:8](=[O:10])[C:7]2[CH:11]=[CH:12][CH:13]=[CH:14][C:6]=2[C:2]([CH3:1])([CH3:5])[CH2:3][CH3:4])[CH2:28][C:27]2[C:22](=[CH:23][CH:24]=[CH:25][CH:26]=2)[CH2:21]1)=[O:19])[CH3:16]. The yield is 0.890. (4) The reactants are [CH2:1]([C:4]([CH:11]([C:16](=[O:37])[NH:17][CH:18]1[C:24](=[O:25])[N:23]([CH3:26])[C:22]2[CH:27]=[CH:28][CH:29]=[CH:30][C:21]=2[C:20]([C:31]2[CH:36]=[CH:35][CH:34]=[CH:33][CH:32]=2)=[N:19]1)[CH2:12][CH:13]([CH3:15])[CH3:14])([CH2:8][CH:9]=[CH2:10])[C:5](O)=[O:6])[CH:2]=[CH2:3].C[N:39](C(ON1N=NC2C=CC=NC1=2)=[N+](C)C)C.F[P-](F)(F)(F)(F)F.CCN(C(C)C)C(C)C. The catalyst is CN(C=O)C.C(OCC)(=O)C.O. The product is [CH2:1]([C:4]([CH2:8][CH:9]=[CH2:10])([CH:11]([CH2:12][CH:13]([CH3:15])[CH3:14])[C:16]([NH:17][CH:18]1[C:24](=[O:25])[N:23]([CH3:26])[C:22]2[CH:27]=[CH:28][CH:29]=[CH:30][C:21]=2[C:20]([C:31]2[CH:32]=[CH:33][CH:34]=[CH:35][CH:36]=2)=[N:19]1)=[O:37])[C:5]([NH2:39])=[O:6])[CH:2]=[CH2:3]. The yield is 0.480. (5) The reactants are [CH3:1][C:2]1[C:16](=[O:17])[N:15]=[C:14]2[N:4]([C@@H:5]3[O:9][C@H:8]([CH2:10][OH:11])[C@@H:7]([OH:12])[C@@H:6]3[O:13]2)[CH:3]=1.[CH3:18][O:19][CH2:20][CH2:21][O:22]B([O:22][CH2:21][CH2:20][O:19][CH3:18])[O:22][CH2:21][CH2:20][O:19][CH3:18]. The catalyst is COCCO. The product is [CH3:18][O:19][CH2:20][CH2:21][O:22][C@@H:6]1[C@H:7]([OH:12])[C@@H:8]([CH2:10][OH:11])[O:9][C@H:5]1[N:4]1[CH:3]=[C:2]([CH3:1])[C:16](=[O:17])[NH:15][C:14]1=[O:13]. The yield is 0.630.